Dataset: Full USPTO retrosynthesis dataset with 1.9M reactions from patents (1976-2016). Task: Predict the reactants needed to synthesize the given product. (1) Given the product [C:1]([O:5][C:6](=[O:14])[NH:7][C@@H:8]1[CH2:12][C:11](=[O:13])[N:10]([C:16]2[CH:17]=[CH:18][C:19]3[O:24][CH2:23][C:22](=[O:25])[N:21]([CH2:26][O:27][CH3:28])[C:20]=3[CH:29]=2)[CH2:9]1)([CH3:4])([CH3:2])[CH3:3], predict the reactants needed to synthesize it. The reactants are: [C:1]([O:5][C:6](=[O:14])[NH:7][C@@H:8]1[CH2:12][C:11](=[O:13])[NH:10][CH2:9]1)([CH3:4])([CH3:3])[CH3:2].Br[C:16]1[CH:17]=[CH:18][C:19]2[O:24][CH2:23][C:22](=[O:25])[N:21]([CH2:26][O:27][CH3:28])[C:20]=2[CH:29]=1.C(=O)([O-])[O-].[K+].[K+].CNCCNC. (2) Given the product [C:13]([C:5]1[CH:6]=[C:7]([C:8]([O:10][CH2:11][CH3:12])=[O:9])[C:2]([O:25][C:18]2[C:19]([CH3:24])=[CH:20][C:21]([CH3:23])=[CH:22][C:17]=2[CH3:16])=[N:3][C:4]=1[CH3:15])#[N:14], predict the reactants needed to synthesize it. The reactants are: Cl[C:2]1[C:7]([C:8]([O:10][CH2:11][CH3:12])=[O:9])=[CH:6][C:5]([C:13]#[N:14])=[C:4]([CH3:15])[N:3]=1.[CH3:16][C:17]1[CH:22]=[C:21]([CH3:23])[CH:20]=[C:19]([CH3:24])[C:18]=1[OH:25].C(=O)([O-])[O-].[Cs+].[Cs+].